From a dataset of Forward reaction prediction with 1.9M reactions from USPTO patents (1976-2016). Predict the product of the given reaction. (1) Given the reactants Cl[C:2]1[O:6][N:5]=[C:4]([C:7]2[CH:12]=[CH:11][CH:10]=[CH:9][CH:8]=2)[N:3]=1.FC(F)(F)C(O)=O.[O:20]1[C:24]2[CH:25]=[CH:26][CH:27]=[CH:28][C:23]=2[C:22]([NH:29][C:30]([N:32]2[CH2:37][CH2:36][NH:35][CH2:34][CH2:33]2)=[O:31])=[N:21]1.C(N(CC)CC)C.O, predict the reaction product. The product is: [O:20]1[C:24]2[CH:25]=[CH:26][CH:27]=[CH:28][C:23]=2[C:22]([NH:29][C:30]([N:32]2[CH2:37][CH2:36][N:35]([C:2]3[O:6][N:5]=[C:4]([C:7]4[CH:12]=[CH:11][CH:10]=[CH:9][CH:8]=4)[N:3]=3)[CH2:34][CH2:33]2)=[O:31])=[N:21]1. (2) Given the reactants C1([Si](C2C=CC=CC=2)(OC2C(C(C)C)CCC(C)C2)OC2C(C(C)C)CCC(C)C2)C=CC=CC=1.C1([Si](C2C=CC=CC=2)([O:43][CH:44]([C:46]2[CH:51]=[CH:50][CH:49]=[CH:48][CH:47]=2)[CH3:45])[O:43][CH:44]([C:46]2[CH:51]=[CH:50][CH:49]=[CH:48][CH:47]=2)[CH3:45])C=CC=CC=1, predict the reaction product. The product is: [C:46]1([C@H:44]([OH:43])[CH3:45])[CH:51]=[CH:50][CH:49]=[CH:48][CH:47]=1. (3) Given the reactants [CH2:1]([NH2:6])[CH2:2][CH2:3][CH2:4][CH3:5].Cl[C:8]1[CH:13]=[C:12]([C:14]2[CH:19]=[CH:18][CH:17]=[C:16]([CH3:20])[C:15]=2[CH3:21])[N:11]=[C:10]([NH2:22])[N:9]=1, predict the reaction product. The product is: [CH3:21][C:15]1[C:16]([CH3:20])=[CH:17][CH:18]=[CH:19][C:14]=1[C:12]1[N:11]=[C:10]([NH2:22])[N:9]=[C:8]([NH:6][CH2:1][CH2:2][CH2:3][CH2:4][CH3:5])[CH:13]=1.